This data is from Peptide-MHC class I binding affinity with 185,985 pairs from IEDB/IMGT. The task is: Regression. Given a peptide amino acid sequence and an MHC pseudo amino acid sequence, predict their binding affinity value. This is MHC class I binding data. (1) The binding affinity (normalized) is 0.0847. The peptide sequence is VQKVNPAPK. The MHC is HLA-B08:01 with pseudo-sequence HLA-B08:01. (2) The peptide sequence is FLITGVFDI. The MHC is HLA-A02:02 with pseudo-sequence HLA-A02:02. The binding affinity (normalized) is 1.00.